This data is from Forward reaction prediction with 1.9M reactions from USPTO patents (1976-2016). The task is: Predict the product of the given reaction. Given the reactants [F:1][C:2]([F:12])([F:11])[C:3](=[O:10])[CH2:4][C:5]([O:7][CH2:8][CH3:9])=[O:6].[CH2:13]([O:15][CH:16](OCC)OCC)[CH3:14], predict the reaction product. The product is: [CH2:13]([O:15]/[CH:16]=[C:4](/[C:3](=[O:10])[C:2]([F:11])([F:12])[F:1])\[C:5]([O:7][CH2:8][CH3:9])=[O:6])[CH3:14].